This data is from Catalyst prediction with 721,799 reactions and 888 catalyst types from USPTO. The task is: Predict which catalyst facilitates the given reaction. (1) Reactant: Cl.Cl.[NH2:3][CH2:4][C:5]1[CH:6]=[CH:7][C:8]([N:11]2[C:15](=[O:16])[C:14]([C:17]3[CH:18]=[N:19][CH:20]=[CH:21][CH:22]=3)=[CH:13][NH:12]2)=[N:9][CH:10]=1.C(N(CC)C(C)C)(C)C.[CH3:32][C:33]([CH3:38])([CH3:37])[C:34]([Cl:36])=[O:35]. Product: [ClH:36].[CH3:32][C:33]([CH3:38])([CH3:37])[C:34]([NH:3][CH2:4][C:5]1[CH:10]=[N:9][C:8]([N:11]2[C:15](=[O:16])[C:14]([C:17]3[CH:18]=[N:19][CH:20]=[CH:21][CH:22]=3)=[CH:13][NH:12]2)=[CH:7][CH:6]=1)=[O:35]. The catalyst class is: 4. (2) Reactant: [F:1][C:2]([F:13])([F:12])[C:3](=O)[CH2:4][C:5](=O)[C:6]([F:9])([F:8])[F:7].Cl.[NH:15]([CH2:17][C:18]([O:20][CH2:21][CH3:22])=[O:19])[NH2:16]. Product: [CH2:21]([O:20][C:18](=[O:19])[CH2:17][N:15]1[C:3]([C:2]([F:13])([F:12])[F:1])=[CH:4][C:5]([C:6]([F:9])([F:8])[F:7])=[N:16]1)[CH3:22]. The catalyst class is: 8. (3) The catalyst class is: 78. Product: [NH2:1][C@H:4]([CH2:15][OH:16])[C:5]([NH:7][CH2:8][C:9]1[CH:14]=[CH:13][CH:12]=[CH:11][CH:10]=1)=[O:6]. Reactant: [N:1]([C@H:4]([CH2:15][OH:16])[C:5]([NH:7][CH2:8][C:9]1[CH:14]=[CH:13][CH:12]=[CH:11][CH:10]=1)=[O:6])=[N+]=[N-].[H][H]. (4) Reactant: [CH2:1]([O:3][C:4](=[O:33])[C:5]1[CH:10]=[CH:9][C:8]([N:11]2[CH:15]=[C:14]([C:16]3[CH:21]=[CH:20][CH:19]=[C:18]([CH2:22][O:23]CC4C=CC=CC=4)[CH:17]=3)[C:13]([C:31]#[N:32])=[CH:12]2)=[CH:7][CH:6]=1)[CH3:2].C(=O)(O)[O-].[Na+]. Product: [CH2:1]([O:3][C:4](=[O:33])[C:5]1[CH:10]=[CH:9][C:8]([N:11]2[CH:15]=[C:14]([C:16]3[CH:21]=[CH:20][CH:19]=[C:18]([CH2:22][OH:23])[CH:17]=3)[C:13]([C:31]#[N:32])=[CH:12]2)=[CH:7][CH:6]=1)[CH3:2]. The catalyst class is: 7. (5) Reactant: [Cl:1][C:2]1[CH:3]=[C:4]([N:8]2[C:12]([CH2:13][NH2:14])=[CH:11][C:10]([C:15]([F:18])([F:17])[F:16])=[N:9]2)[CH:5]=[CH:6][CH:7]=1.CCN(CC)CC.[F:26][C:27]1[CH:28]=[C:29]([NH:35][C:36](=O)[O:37]C2C=CC=CC=2)[CH:30]=[CH:31][C:32]=1[CH2:33][OH:34]. Product: [Cl:1][C:2]1[CH:3]=[C:4]([N:8]2[C:12]([CH2:13][NH:14][C:36]([NH:35][C:29]3[CH:30]=[CH:31][C:32]([CH2:33][OH:34])=[C:27]([F:26])[CH:28]=3)=[O:37])=[CH:11][C:10]([C:15]([F:16])([F:17])[F:18])=[N:9]2)[CH:5]=[CH:6][CH:7]=1. The catalyst class is: 2.